Predict the reactants needed to synthesize the given product. From a dataset of Full USPTO retrosynthesis dataset with 1.9M reactions from patents (1976-2016). Given the product [F:1][C:2]1[CH:23]=[C:22]([NH2:24])[CH:21]=[CH:20][C:3]=1[O:4][C:5]1[CH:10]=[CH:9][N:8]=[C:7]2[CH:11]=[C:12]([C:14]3[N:15]=[CH:16][N:17]([CH3:19])[CH:18]=3)[S:13][C:6]=12, predict the reactants needed to synthesize it. The reactants are: [F:1][C:2]1[CH:23]=[C:22]([N+:24]([O-])=O)[CH:21]=[CH:20][C:3]=1[O:4][C:5]1[CH:10]=[CH:9][N:8]=[C:7]2[CH:11]=[C:12]([C:14]3[N:15]=[CH:16][N:17]([CH3:19])[CH:18]=3)[S:13][C:6]=12.[Cl-].[NH4+].